Dataset: Full USPTO retrosynthesis dataset with 1.9M reactions from patents (1976-2016). Task: Predict the reactants needed to synthesize the given product. (1) Given the product [CH3:18][O:19][C:20]1[CH:27]=[CH:26][C:23]([C:24]2[N:4]3[C:5]4[C:10]([NH:11][C:2](=[O:30])[C:3]3=[N:16][N:17]=2)=[CH:9][C:8]([C:12]([O:14][CH3:15])=[O:13])=[CH:7][CH:6]=4)=[CH:22][CH:21]=1, predict the reactants needed to synthesize it. The reactants are: Cl[C:2]1[C:3]([NH:16][NH2:17])=[N:4][C:5]2[C:10]([N:11]=1)=[CH:9][C:8]([C:12]([O:14][CH3:15])=[O:13])=[CH:7][CH:6]=2.[CH3:18][O:19][C:20]1[CH:27]=[CH:26][C:23]([CH:24]=O)=[CH:22][CH:21]=1.C(O)(=[O:30])C. (2) Given the product [CH2:17]([O:19][C:20]([C:22]1[CH:23]=[N:24][N:25]2[C:3]([NH2:2])=[C:4]([C:7]3[CH:12]=[CH:11][C:10]([N+:13]([O-:15])=[O:14])=[CH:9][CH:8]=3)[CH:5]=[N:27][C:26]=12)=[O:21])[CH3:18], predict the reactants needed to synthesize it. The reactants are: C[N:2](C)[CH:3]=[C:4]([C:7]1[CH:12]=[CH:11][C:10]([N+:13]([O-:15])=[O:14])=[CH:9][CH:8]=1)[C:5]#N.[CH2:17]([O:19][C:20]([C:22]1[CH:23]=[N:24][NH:25][C:26]=1[NH2:27])=[O:21])[CH3:18].Cl. (3) Given the product [OH:8][C:9]1[CH:10]=[CH:11][C:12]([C:13]([O:15][C@@H:16]([C:23]([F:24])([F:25])[F:26])[CH2:17][CH2:18][CH2:19][CH2:20][CH2:21][CH3:22])=[O:14])=[CH:27][CH:28]=1, predict the reactants needed to synthesize it. The reactants are: C([O:8][C:9]1[CH:28]=[CH:27][C:12]([C:13]([O:15][C@@H:16]([C:23]([F:26])([F:25])[F:24])[CH2:17][CH2:18][CH2:19][CH2:20][CH2:21][CH3:22])=[O:14])=[CH:11][CH:10]=1)C1C=CC=CC=1. (4) Given the product [NH2:9][C:5]1[C:6]([F:8])=[CH:7][C:2]([C:11]#[N:12])=[CH:3][C:4]=1[F:10], predict the reactants needed to synthesize it. The reactants are: Br[C:2]1[CH:7]=[C:6]([F:8])[C:5]([NH2:9])=[C:4]([F:10])[CH:3]=1.[CH3:11][N:12](C=O)C. (5) Given the product [OH:2][C:3]1[CH:8]=[CH:7][CH:6]=[CH:5][C:4]=1[CH2:9][CH2:10][NH2:11], predict the reactants needed to synthesize it. The reactants are: C[O:2][C:3]1[CH:8]=[CH:7][CH:6]=[CH:5][C:4]=1[CH2:9][CH2:10][NH2:11].